From a dataset of Catalyst prediction with 721,799 reactions and 888 catalyst types from USPTO. Predict which catalyst facilitates the given reaction. (1) Reactant: [CH3:1][C:2]1[CH:6]=[CH:5][S:4][C:3]=1[CH:7]=[O:8].[CH2:9](O)[CH2:10][OH:11].C1(C)C=CC(S(O)(=O)=O)=CC=1. Product: [CH3:1][C:2]1[CH:6]=[CH:5][S:4][C:3]=1[CH:7]1[O:11][CH2:10][CH2:9][O:8]1. The catalyst class is: 11. (2) Reactant: [N+:1]([C:4]1[CH:16]=[C:15]([CH:17]=[CH:18][CH2:19][C:20]2[CH:25]=[CH:24][CH:23]=[CH:22][CH:21]=2)[CH:14]=[CH:13][C:5]=1[C:6]([O:8][C:9]([CH3:12])([CH3:11])[CH3:10])=[O:7])([O-])=O. Product: [NH2:1][C:4]1[CH:16]=[C:15]([CH2:17][CH2:18][CH2:19][C:20]2[CH:21]=[CH:22][CH:23]=[CH:24][CH:25]=2)[CH:14]=[CH:13][C:5]=1[C:6]([O:8][C:9]([CH3:11])([CH3:12])[CH3:10])=[O:7]. The catalyst class is: 849. (3) Reactant: [ClH:1].[NH2:2][C:3]1[CH:4]=[C:5]([NH:10][C:11]([NH2:13])=[NH:12])[CH:6]=[CH:7][C:8]=1[NH2:9].Cl.[CH2:15]([O:17][C:18](=[O:25])[CH2:19][C:20](OCC)=N)[CH3:16]. Product: [ClH:1].[NH:10]([C:5]1[CH:6]=[CH:7][C:8]2[NH:9][C:20]([CH2:19][C:18]([O:17][CH2:15][CH3:16])=[O:25])=[N:2][C:3]=2[CH:4]=1)[C:11]([NH2:13])=[NH:12]. The catalyst class is: 15. (4) Reactant: Br[CH2:2][C:3]([C:5]1[N:9]2[CH:10]=[C:11]([CH3:24])[CH:12]=[C:13]([O:14][CH2:15][C:16]3[C:21]([F:22])=[CH:20][CH:19]=[CH:18][C:17]=3[F:23])[C:8]2=[N:7][C:6]=1[CH3:25])=O.[CH3:26][CH2:27][O:28][C:29]([C:31]([NH2:33])=[S:32])=[O:30]. Product: [F:23][C:17]1[CH:18]=[CH:19][CH:20]=[C:21]([F:22])[C:16]=1[CH2:15][O:14][C:13]1[C:8]2[N:9]([C:5]([C:3]3[S:32][C:31]([C:29]([O:28][CH2:27][CH3:26])=[O:30])=[N:33][CH:2]=3)=[C:6]([CH3:25])[N:7]=2)[CH:10]=[C:11]([CH3:24])[CH:12]=1. The catalyst class is: 8. (5) Reactant: [O-][N+:2]1[CH:7]=[CH:6][CH:5]=[C:4]([C:8]2[CH:9]=[C:10]([C:17]3[CH:22]=[CH:21][CH:20]=[CH:19][CH:18]=3)[CH:11]=[CH:12][C:13]=2[C:14](O)=[O:15])[CH:3]=1.[CH2:23]([O:30][NH2:31])[C:24]1[CH:29]=[CH:28][CH:27]=[CH:26][CH:25]=1.C(Cl)CCl.C1C=CC2N(O)N=NC=2C=1.C(OC(=O)C)(=O)C. Product: [CH2:23]([O:30][N:31]1[C:3]2[C:4](=[CH:5][CH:6]=[CH:7][N:2]=2)[C:8]2[CH:9]=[C:10]([C:17]3[CH:18]=[CH:19][CH:20]=[CH:21][CH:22]=3)[CH:11]=[CH:12][C:13]=2[C:14]1=[O:15])[C:24]1[CH:29]=[CH:28][CH:27]=[CH:26][CH:25]=1. The catalyst class is: 3. (6) Product: [CH2:1]([N:8]1[C:12]2[CH:13]=[CH:14][CH:15]=[C:16]([CH2:17][CH2:18][OH:19])[C:11]=2[NH:10][C:9]1=[O:20])[C:2]1[CH:3]=[CH:4][CH:5]=[CH:6][CH:7]=1. The catalyst class is: 21. Reactant: [CH2:1]([N:8]1[C:12]2[CH:13]=[CH:14][CH:15]=[C:16]([CH2:17][CH:18]=[O:19])[C:11]=2[NH:10][C:9]1=[O:20])[C:2]1[CH:7]=[CH:6][CH:5]=[CH:4][CH:3]=1.C1(C)C=CC(S(O)(=O)=O)=CC=1. (7) Reactant: [F:1][C:2]1[CH:7]=[CH:6][C:5]([F:8])=[CH:4][C:3]=1[CH:9]=[CH:10][C:11]([NH:13][C@H:14]([C:24]([O:26]C)=[O:25])[CH2:15][C:16]1[CH:21]=[CH:20][C:19]([O:22][CH3:23])=[CH:18][CH:17]=1)=[O:12].[OH-].[Na+]. Product: [F:1][C:2]1[CH:7]=[CH:6][C:5]([F:8])=[CH:4][C:3]=1[CH:9]=[CH:10][C:11]([NH:13][C@H:14]([C:24]([OH:26])=[O:25])[CH2:15][C:16]1[CH:17]=[CH:18][C:19]([O:22][CH3:23])=[CH:20][CH:21]=1)=[O:12]. The catalyst class is: 5. (8) Reactant: Cl[C:2]1[C:11]2[C:6](=[CH:7][C:8]([O:14][CH3:15])=[C:9]([O:12][CH3:13])[CH:10]=2)[N:5]=[CH:4][C:3]=1[C:16]([NH2:18])=[O:17].[NH2:19][C:20]1[C:21]([CH3:28])=[C:22]([CH:25]=[CH:26][CH:27]=1)[CH2:23][OH:24].C(O)(=O)C.N. Product: [OH:24][CH2:23][C:22]1[C:21]([CH3:28])=[C:20]([CH:27]=[CH:26][CH:25]=1)[NH:19][C:2]1[C:11]2[C:6](=[CH:7][C:8]([O:14][CH3:15])=[C:9]([O:12][CH3:13])[CH:10]=2)[N:5]=[CH:4][C:3]=1[C:16]([NH2:18])=[O:17]. The catalyst class is: 14.